This data is from Full USPTO retrosynthesis dataset with 1.9M reactions from patents (1976-2016). The task is: Predict the reactants needed to synthesize the given product. The reactants are: [C:1]1([NH:7]N)[CH:6]=[CH:5][CH:4]=[CH:3][CH:2]=1.C[CH:10]([CH3:19])[CH2:11][C:12](=O)[C:13]([O:15][CH2:16][CH3:17])=[O:14].O.[CH3:21]COC(C)=O. Given the product [CH2:10]([C:11]1[C:6]2[C:1](=[CH:2][CH:3]=[CH:4][CH:5]=2)[NH:7][C:12]=1[C:13]([O:15][CH2:16][CH3:17])=[O:14])[CH2:19][CH3:21], predict the reactants needed to synthesize it.